Dataset: Merck oncology drug combination screen with 23,052 pairs across 39 cell lines. Task: Regression. Given two drug SMILES strings and cell line genomic features, predict the synergy score measuring deviation from expected non-interaction effect. (1) Drug 1: CCN(CC)CCNC(=O)c1c(C)[nH]c(C=C2C(=O)Nc3ccc(F)cc32)c1C. Drug 2: Cn1nnc2c(C(N)=O)ncn2c1=O. Cell line: OCUBM. Synergy scores: synergy=-4.16. (2) Drug 1: CN1C(=O)C=CC2(C)C3CCC4(C)C(NC(=O)OCC(F)(F)F)CCC4C3CCC12. Drug 2: O=S1(=O)NC2(CN1CC(F)(F)F)C1CCC2Cc2cc(C=CCN3CCC(C(F)(F)F)CC3)ccc2C1. Cell line: MDAMB436. Synergy scores: synergy=-2.11. (3) Drug 2: Cn1cc(-c2cnn3c(N)c(Br)c(C4CCCNC4)nc23)cn1. Drug 1: CS(=O)(=O)CCNCc1ccc(-c2ccc3ncnc(Nc4ccc(OCc5cccc(F)c5)c(Cl)c4)c3c2)o1. Synergy scores: synergy=18.1. Cell line: HT144.